This data is from NCI-60 drug combinations with 297,098 pairs across 59 cell lines. The task is: Regression. Given two drug SMILES strings and cell line genomic features, predict the synergy score measuring deviation from expected non-interaction effect. (1) Drug 1: C1C(C(OC1N2C=NC(=NC2=O)N)CO)O. Drug 2: CC1CCCC2(C(O2)CC(NC(=O)CC(C(C(=O)C(C1O)C)(C)C)O)C(=CC3=CSC(=N3)C)C)C. Cell line: NCI/ADR-RES. Synergy scores: CSS=11.1, Synergy_ZIP=-3.23, Synergy_Bliss=-1.39, Synergy_Loewe=-3.03, Synergy_HSA=-0.502. (2) Drug 1: CC1=C2C(C(=O)C3(C(CC4C(C3C(C(C2(C)C)(CC1OC(=O)C(C(C5=CC=CC=C5)NC(=O)OC(C)(C)C)O)O)OC(=O)C6=CC=CC=C6)(CO4)OC(=O)C)OC)C)OC. Drug 2: C(CCl)NC(=O)N(CCCl)N=O. Cell line: UACC-257. Synergy scores: CSS=31.2, Synergy_ZIP=10.4, Synergy_Bliss=11.3, Synergy_Loewe=2.45, Synergy_HSA=10.3. (3) Drug 1: C1CC(C1)(C(=O)O)C(=O)O.[NH2-].[NH2-].[Pt+2]. Drug 2: CC1=C2C(C(=O)C3(C(CC4C(C3C(C(C2(C)C)(CC1OC(=O)C(C(C5=CC=CC=C5)NC(=O)C6=CC=CC=C6)O)O)OC(=O)C7=CC=CC=C7)(CO4)OC(=O)C)O)C)OC(=O)C. Cell line: K-562. Synergy scores: CSS=45.4, Synergy_ZIP=2.26, Synergy_Bliss=4.86, Synergy_Loewe=-23.2, Synergy_HSA=5.37. (4) Drug 1: C1CN1P(=S)(N2CC2)N3CC3. Drug 2: CC(C)CN1C=NC2=C1C3=CC=CC=C3N=C2N. Cell line: MDA-MB-231. Synergy scores: CSS=17.5, Synergy_ZIP=-7.08, Synergy_Bliss=-2.21, Synergy_Loewe=-1.86, Synergy_HSA=-1.79. (5) Drug 1: CCCS(=O)(=O)NC1=C(C(=C(C=C1)F)C(=O)C2=CNC3=C2C=C(C=N3)C4=CC=C(C=C4)Cl)F. Cell line: RXF 393. Synergy scores: CSS=5.94, Synergy_ZIP=-4.02, Synergy_Bliss=0.860, Synergy_Loewe=2.56, Synergy_HSA=2.61. Drug 2: CC1=C(C(CCC1)(C)C)C=CC(=CC=CC(=CC(=O)O)C)C. (6) Drug 1: CCCS(=O)(=O)NC1=C(C(=C(C=C1)F)C(=O)C2=CNC3=C2C=C(C=N3)C4=CC=C(C=C4)Cl)F. Drug 2: CC=C1C(=O)NC(C(=O)OC2CC(=O)NC(C(=O)NC(CSSCCC=C2)C(=O)N1)C(C)C)C(C)C. Cell line: DU-145. Synergy scores: CSS=22.7, Synergy_ZIP=-1.36, Synergy_Bliss=-2.81, Synergy_Loewe=-58.0, Synergy_HSA=-4.98.